From a dataset of Peptide-MHC class I binding affinity with 185,985 pairs from IEDB/IMGT. Regression. Given a peptide amino acid sequence and an MHC pseudo amino acid sequence, predict their binding affinity value. This is MHC class I binding data. (1) The binding affinity (normalized) is 0.650. The peptide sequence is YPFHIFYPV. The MHC is HLA-A68:23 with pseudo-sequence HLA-A68:23. (2) The peptide sequence is QRRQRKRRWRR. The MHC is Mamu-B03 with pseudo-sequence Mamu-B03. The binding affinity (normalized) is 0.337. (3) The peptide sequence is LIDGRTSFY. The MHC is HLA-B83:01 with pseudo-sequence HLA-B83:01. The binding affinity (normalized) is 0.213. (4) The peptide sequence is EKPKFLPDL. The MHC is HLA-B15:09 with pseudo-sequence HLA-B15:09. The binding affinity (normalized) is 0.0847. (5) The binding affinity (normalized) is 0.0847. The MHC is HLA-A03:01 with pseudo-sequence HLA-A03:01. The peptide sequence is MFWKLPPWL. (6) The peptide sequence is VMTDGPANK. The MHC is HLA-B57:01 with pseudo-sequence HLA-B57:01. The binding affinity (normalized) is 0.0847. (7) The peptide sequence is SMRSVQRNTV. The MHC is HLA-A01:01 with pseudo-sequence HLA-A01:01. The binding affinity (normalized) is 0.260. (8) The peptide sequence is ATPYDINQML. The MHC is HLA-B40:02 with pseudo-sequence HLA-B40:02. The binding affinity (normalized) is 0.